Dataset: Reaction yield outcomes from USPTO patents with 853,638 reactions. Task: Predict the reaction yield, written as a fraction of the theoretical maximum amount of product (1.0 means a 100% yield; for example, 0.34 means a 34% yield). The reactants are [H-].[Na+].[NH2:3][C:4]1[CH:12]=[C:11]([OH:13])[CH:10]=[CH:9][C:5]=1[C:6]([NH2:8])=[O:7].[CH2:14](Br)[C:15]1[CH:20]=[CH:19][CH:18]=[CH:17][CH:16]=1. The catalyst is CN(C=O)C. The product is [NH2:3][C:4]1[CH:12]=[C:11]([O:13][CH2:14][C:15]2[CH:20]=[CH:19][CH:18]=[CH:17][CH:16]=2)[CH:10]=[CH:9][C:5]=1[C:6]([NH2:8])=[O:7]. The yield is 0.430.